This data is from Full USPTO retrosynthesis dataset with 1.9M reactions from patents (1976-2016). The task is: Predict the reactants needed to synthesize the given product. (1) Given the product [NH2:25][C:22]1[CH:21]=[CH:20][C:3]([O:4][CH2:5][C:6]2[CH:11]=[CH:10][N:9]=[C:8]([NH:12][C:13]([N:15]3[CH2:16][CH2:17][CH2:18][CH2:19]3)=[O:14])[CH:7]=2)=[C:2]([Cl:1])[C:23]=1[Cl:24], predict the reactants needed to synthesize it. The reactants are: [Cl:1][C:2]1[C:23]([Cl:24])=[C:22]([N+:25]([O-])=O)[CH:21]=[CH:20][C:3]=1[O:4][CH2:5][C:6]1[CH:11]=[CH:10][N:9]=[C:8]([NH:12][C:13]([N:15]2[CH2:19][CH2:18][CH2:17][CH2:16]2)=[O:14])[CH:7]=1. (2) Given the product [C:32]([O-:34])(=[O:33])[CH3:31].[NH4+:9].[Cl:1][C:2]1[CH:7]=[CH:6][C:5]([C:8](=[O:14])[NH:9][CH2:10][CH:11]([CH3:13])[CH3:12])=[CH:4][C:3]=1[C:15]1[C:20]([N:21]([CH2:26][CH2:27][OH:28])[S:22]([CH3:25])(=[O:24])=[O:23])=[CH:19][N:18]2[N:29]=[C:30]([C:35]3[CH:40]=[CH:39][C:38]([F:41])=[CH:37][CH:36]=3)[C:31]([C:32]([NH:44][CH3:43])=[O:33])=[C:17]2[CH:16]=1, predict the reactants needed to synthesize it. The reactants are: [Cl:1][C:2]1[CH:7]=[CH:6][C:5]([C:8](=[O:14])[NH:9][CH2:10][CH:11]([CH3:13])[CH3:12])=[CH:4][C:3]=1[C:15]1[C:20]([N:21]([CH2:26][CH2:27][OH:28])[S:22]([CH3:25])(=[O:24])=[O:23])=[CH:19][N:18]2[N:29]=[C:30]([C:35]3[CH:40]=[CH:39][C:38]([F:41])=[CH:37][CH:36]=3)[C:31]([C:32]([OH:34])=[O:33])=[C:17]2[CH:16]=1.Cl.[CH3:43][NH2:44]. (3) The reactants are: I[C:2]1[CH:3]=[C:4]([CH:19]=[CH:20][CH:21]=1)[CH2:5][C:6]1[S:10][C:9]([C:11]2[CH:18]=[CH:17][C:14]([C:15]#[N:16])=[CH:13][CH:12]=2)=[N:8][N:7]=1.C1[CH2:26][O:25][CH2:24]C1.C1CCN2C(=NCCC2)CC1.C[OH:39]. Given the product [CH3:24][O:25][C:26](=[O:39])[C:2]1[CH:21]=[CH:20][CH:19]=[C:4]([CH2:5][C:6]2[S:10][C:9]([C:11]3[CH:18]=[CH:17][C:14]([C:15]#[N:16])=[CH:13][CH:12]=3)=[N:8][N:7]=2)[CH:3]=1, predict the reactants needed to synthesize it. (4) The reactants are: Br[CH2:2][C:3]1[N:4]=[C:5]([N:13]2[CH2:18][CH2:17][O:16][CH2:15][CH2:14]2)[S:6][C:7]=1[C:8]([O:10][CH2:11][CH3:12])=[O:9].[O:19]1[C:24]2[CH:25]=[CH:26][C:27](B(O)O)=[CH:28][C:23]=2[O:22][CH2:21][CH2:20]1.C(=O)([O-])[O-].[Cs+].[Cs+].O1CCOCC1.O. Given the product [O:19]1[C:24]2[CH:25]=[CH:26][C:27]([CH2:2][C:3]3[N:4]=[C:5]([N:13]4[CH2:18][CH2:17][O:16][CH2:15][CH2:14]4)[S:6][C:7]=3[C:8]([O:10][CH2:11][CH3:12])=[O:9])=[CH:28][C:23]=2[O:22][CH2:21][CH2:20]1, predict the reactants needed to synthesize it. (5) Given the product [CH2:32]([S:34]([N:17]1[CH2:18][CH2:19][CH:15]([O:14][C:4]2[CH:3]=[C:2]([F:1])[CH:7]=[CH:6][C:5]=2[C:8]2[CH:13]=[CH:12][N:11]=[CH:10][CH:9]=2)[CH2:16]1)(=[O:36])=[O:35])[CH3:33], predict the reactants needed to synthesize it. The reactants are: [F:1][C:2]1[CH:7]=[CH:6][C:5]([C:8]2[CH:13]=[CH:12][N:11]=[CH:10][CH:9]=2)=[C:4]([O:14][CH:15]2[CH2:19][CH2:18][NH:17][CH2:16]2)[CH:3]=1.C(N(CC)CC)C.C1COCC1.[CH2:32]([S:34](Cl)(=[O:36])=[O:35])[CH3:33]. (6) Given the product [OH:22][C:15]1[C:16]2[NH:17][C:18](=[O:21])[S:19][C:20]=2[C:12]([CH:10]([OH:11])[CH2:9][NH:8][CH2:23][CH2:24][C:25]2[CH:30]=[CH:29][C:28]([O:31][CH2:32][CH2:33][CH2:34][CH2:35][C:36]3[CH:37]=[CH:38][CH:39]=[CH:40][CH:41]=3)=[CH:27][CH:26]=2)=[CH:13][CH:14]=1, predict the reactants needed to synthesize it. The reactants are: C([N:8]([CH2:23][CH2:24][C:25]1[CH:30]=[CH:29][C:28]([O:31][CH2:32][CH2:33][CH2:34][CH2:35][C:36]2[CH:41]=[CH:40][CH:39]=[CH:38][CH:37]=2)=[CH:27][CH:26]=1)[CH2:9][CH:10]([C:12]1[C:20]2[S:19][C:18](=[O:21])[NH:17][C:16]=2[C:15]([OH:22])=[CH:14][CH:13]=1)[OH:11])C1C=CC=CC=1. (7) Given the product [N:1]1([C:6]2[CH:7]=[C:8]3[C:13](=[CH:14][CH:15]=2)[CH:12]([C:16]([OH:18])=[O:17])[CH2:11][CH2:10][CH2:9]3)[CH:5]=[N:4][N:3]=[N:2]1, predict the reactants needed to synthesize it. The reactants are: [N:1]1([C:6]2[CH:7]=[C:8]3[C:13](=[CH:14][CH:15]=2)[CH:12]([C:16]([O:18]C)=[O:17])[CH2:11][CH2:10][CH2:9]3)[CH:5]=[N:4][N:3]=[N:2]1.[OH-].[Li+].CO.Cl.